This data is from Catalyst prediction with 721,799 reactions and 888 catalyst types from USPTO. The task is: Predict which catalyst facilitates the given reaction. (1) Reactant: C([O:5][C:6](=[O:33])[C:7]([S:10][C:11]1[S:12][CH:13]=[C:14]([CH2:16][CH2:17][N:18]([C:26]2[N:31]=[CH:30][C:29](Br)=[CH:28][N:27]=2)[CH2:19][CH2:20][CH2:21][CH2:22][CH2:23][CH2:24][CH3:25])[N:15]=1)([CH3:9])[CH3:8])(C)(C)C.[CH3:34][O:35][CH:36]1[CH2:40][CH2:39][NH:38][CH2:37]1.[F:41][C:42]([F:47])([F:46])[C:43]([OH:45])=[O:44]. Product: [F:41][C:42]([F:47])([F:46])[C:43]([OH:45])=[O:44].[CH2:19]([N:18]([C:26]1[N:31]=[CH:30][C:29]([N:38]2[CH2:39][CH2:40][CH:36]([O:35][CH3:34])[CH2:37]2)=[CH:28][N:27]=1)[CH2:17][CH2:16][C:14]1[N:15]=[C:11]([S:10][C:7]([CH3:9])([CH3:8])[C:6]([OH:5])=[O:33])[S:12][CH:13]=1)[CH2:20][CH2:21][CH2:22][CH2:23][CH2:24][CH3:25]. The catalyst class is: 4. (2) Reactant: [Cl:1][C:2]1[CH:37]=[CH:36][CH:35]=[CH:34][C:3]=1[CH2:4][O:5][C:6]1[CH:7]=[C:8]([CH:22]=[C:23]([O:25][CH2:26][C:27]2[CH:32]=[CH:31][CH:30]=[CH:29][C:28]=2[Cl:33])[CH:24]=1)[C:9]([NH:11][C:12]1[CH:17]=[CH:16][CH:15]=[C:14]([C:18]([O:20]C)=[O:19])[CH:13]=1)=[O:10].[OH-].[Na+].Cl. Product: [Cl:1][C:2]1[CH:37]=[CH:36][CH:35]=[CH:34][C:3]=1[CH2:4][O:5][C:6]1[CH:7]=[C:8]([CH:22]=[C:23]([O:25][CH2:26][C:27]2[CH:32]=[CH:31][CH:30]=[CH:29][C:28]=2[Cl:33])[CH:24]=1)[C:9]([NH:11][C:12]1[CH:17]=[CH:16][CH:15]=[C:14]([C:18]([OH:20])=[O:19])[CH:13]=1)=[O:10]. The catalyst class is: 24. (3) Reactant: [F:1][C:2]1([F:14])[O:7][C:6]2[CH:8]=[CH:9][CH:10]=[CH:11][C:5]=2[O:4][C:3]1([F:13])[F:12].[B:15]1(B2OC(C)(C)C(C)(C)O2)[O:19]C(C)(C)C(C)(C)[O:16]1.O1CCOCC1.I(O)(=O)(=O)=O. Product: [F:13][C:3]1([F:12])[O:4][C:5]2[CH:11]=[CH:10][C:9]([B:15]([OH:19])[OH:16])=[CH:8][C:6]=2[O:7][C:2]1([F:1])[F:14]. The catalyst class is: 72. (4) The catalyst class is: 15. Product: [OH:14][CH2:13][C:9]1[N:8]([CH2:1][C:2]2[CH:3]=[CH:4][CH:5]=[CH:6][CH:7]=2)[C:12]([CH2:15][OH:18])=[CH:11][N:10]=1. Reactant: [CH2:1]([N:8]1[CH:12]=[CH:11][N:10]=[CH:9]1)[C:2]1[CH:7]=[CH:6][CH:5]=[CH:4][CH:3]=1.[CH2:13]=[O:14].[C:15]([O-:18])(=O)C.[Na+]. (5) Reactant: [N:1]([CH:4]([C:35]1[O:36][CH:37]=[CH:38][N:39]=1)[CH2:5][S:6][C:7]1[N:8]=[C:9]([O:33][CH3:34])[C:10]([N:13](COCC[Si](C)(C)C)[S:14]([C:17]2[CH:22]=[CH:21][CH:20]=[C:19]([Cl:23])[C:18]=2[Cl:24])(=[O:16])=[O:15])=[N:11][CH:12]=1)=[N+:2]=[N-:3].Cl[CH2:41]Cl. Product: [CH3:17][CH2:22][CH2:21][CH:20]([CH3:19])[CH3:41].[N:1]([CH:4]([C:35]1[O:36][CH:37]=[CH:38][N:39]=1)[CH2:5][S:6][C:7]1[N:8]=[C:9]([O:33][CH3:34])[C:10]([NH:13][S:14]([C:17]2[CH:22]=[CH:21][CH:20]=[C:19]([Cl:23])[C:18]=2[Cl:24])(=[O:16])=[O:15])=[N:11][CH:12]=1)=[N+:2]=[N-:3]. The catalyst class is: 55. (6) Reactant: C([N:8]1[CH2:13][CH2:12][CH:11]([N:14]([CH3:35])[C:15](=[O:34])[CH2:16][O:17][C:18]2[N:23]=[C:22]([CH3:24])[C:21]([NH:25][C:26](=[O:32])[O:27][C:28]([CH3:31])([CH3:30])[CH3:29])=[C:20]([CH3:33])[N:19]=2)[CH2:10][CH2:9]1)C1C=CC=CC=1. Product: [CH3:24][C:22]1[C:21]([NH:25][C:26](=[O:32])[O:27][C:28]([CH3:31])([CH3:29])[CH3:30])=[C:20]([CH3:33])[N:19]=[C:18]([O:17][CH2:16][C:15]([N:14]([CH3:35])[CH:11]2[CH2:10][CH2:9][NH:8][CH2:13][CH2:12]2)=[O:34])[N:23]=1. The catalyst class is: 19. (7) Reactant: Cl[C:2]1[C:7]([CH:8]([CH2:13][CH2:14][CH3:15])[C:9]([O:11][CH3:12])=[O:10])=[C:6]([CH3:16])[N:5]=[C:4]([C:17]2[CH:22]=[CH:21][CH:20]=[CH:19][CH:18]=2)[N:3]=1.C(N(CC)C(C)C)(C)C.CC1(C)C(C)(C)OB([C:40]2[CH:48]=[C:47]3[C:43]([CH2:44][CH2:45][C:46]3=[O:49])=[CH:42][CH:41]=2)O1. Product: [CH3:16][C:6]1[C:7]([CH:8]([CH2:13][CH2:14][CH3:15])[C:9]([O:11][CH3:12])=[O:10])=[C:2]([C:40]2[CH:48]=[C:47]3[C:43](=[CH:42][CH:41]=2)[CH2:44][CH2:45][C:46]3=[O:49])[N:3]=[C:4]([C:17]2[CH:22]=[CH:21][CH:20]=[CH:19][CH:18]=2)[N:5]=1. The catalyst class is: 108. (8) Reactant: Br[C:2]1[CH:9]=[C:8]([NH:10][C@H:11]2[CH2:15][CH2:14][CH2:13][C@@H:12]2[OH:16])[C:5]([C:6]#[N:7])=[C:4]([F:17])[CH:3]=1.[CH3:18][C:19]1([CH3:33])[CH2:27][C:26]2[NH:25][N:24]=[C:23]([C:28]([F:31])([F:30])[F:29])[C:22]=2[C:21](=[O:32])[CH2:20]1. Product: [CH3:18][C:19]1([CH3:33])[CH2:27][C:26]2[N:25]([C:2]3[CH:9]=[C:8]([NH:10][C@H:11]4[CH2:15][CH2:14][CH2:13][C@@H:12]4[OH:16])[C:5]([C:6]#[N:7])=[C:4]([F:17])[CH:3]=3)[N:24]=[C:23]([C:28]([F:31])([F:30])[F:29])[C:22]=2[C:21](=[O:32])[CH2:20]1. The catalyst class is: 12. (9) Reactant: [C:1]([O:5][C:6]([N:8]([CH3:24])[C@@H:9]([CH3:23])[C:10]([NH:12][C@@H:13]([CH:17]1[CH2:22][CH2:21][CH2:20][CH2:19][CH2:18]1)[C:14]([OH:16])=O)=[O:11])=[O:7])([CH3:4])([CH3:3])[CH3:2].Cl.[CH2:26]([O:29][C@@H:30]1[CH2:38][C:37]2[C:32](=[CH:33][CH:34]=[CH:35][CH:36]=2)[C@@H:31]1[NH:39][C:40]([C@@H:42]1[CH2:46][CH2:45][CH2:44][NH:43]1)=[O:41])[C:27]#[CH:28].CN1CCOCC1.[Cl-].COC1N=C(OC)N=C([N+]2(C)CCOCC2)N=1. Product: [CH:17]1([C@H:13]([NH:12][C:10](=[O:11])[C@@H:9]([N:8]([CH3:24])[C:6](=[O:7])[O:5][C:1]([CH3:2])([CH3:3])[CH3:4])[CH3:23])[C:14](=[O:16])[N:43]2[CH2:44][CH2:45][CH2:46][C@H:42]2[C:40](=[O:41])[NH:39][C@H:31]2[C:32]3[C:37](=[CH:36][CH:35]=[CH:34][CH:33]=3)[CH2:38][C@H:30]2[O:29][CH2:26][C:27]#[CH:28])[CH2:22][CH2:21][CH2:20][CH2:19][CH2:18]1. The catalyst class is: 25. (10) Reactant: [CH2:1]1[C:5]2([CH2:10][CH2:9][O:8][CH2:7][CH2:6]2)[CH2:4][CH:3]([C:11]([O:13][CH2:14][CH3:15])=[O:12])[NH:2]1.C(N(CC)CC)C.[CH2:23]([O:30][C:31](Cl)=[O:32])[C:24]1[CH:29]=[CH:28][CH:27]=[CH:26][CH:25]=1. Product: [CH2:1]1[C:5]2([CH2:10][CH2:9][O:8][CH2:7][CH2:6]2)[CH2:4][C@@H:3]([C:11]([O:13][CH2:14][CH3:15])=[O:12])[N:2]1[C:31]([O:30][CH2:23][C:24]1[CH:29]=[CH:28][CH:27]=[CH:26][CH:25]=1)=[O:32]. The catalyst class is: 4.